This data is from Retrosynthesis with 50K atom-mapped reactions and 10 reaction types from USPTO. The task is: Predict the reactants needed to synthesize the given product. Given the product Cc1cc(N)ncc1C#N, predict the reactants needed to synthesize it. The reactants are: Cc1cc(N)ncc1Br.N#C[Cu].